From a dataset of Reaction yield outcomes from USPTO patents with 853,638 reactions. Predict the reaction yield, written as a fraction of the theoretical maximum amount of product (1.0 means a 100% yield; for example, 0.34 means a 34% yield). (1) The reactants are C(OC([NH:8][CH:9]([CH2:40][NH:41][C:42](=[O:60])[CH2:43][CH2:44][NH:45][C:46]([NH:48][CH:49]1[CH:54]([CH2:55][OH:56])[CH:53]([OH:57])[CH:52]([OH:58])[CH:51]([OH:59])[O:50]1)=[O:47])[C:10]([NH:12][CH2:13][C:14]([CH3:39])([CH3:38])[CH2:15][CH2:16][CH2:17][CH2:18][O:19][C:20]1[CH:25]=[C:24]([C:26]2[CH:31]=[CH:30][CH:29]=[CH:28][CH:27]=2)[CH:23]=[C:22]([C:32]2[CH:37]=[CH:36][CH:35]=[CH:34][CH:33]=2)[N:21]=1)=[O:11])=O)(C)(C)C.FC(F)(F)C(O)=O. The catalyst is ClCCl. The product is [NH2:8][CH:9]([CH2:40][NH:41][C:42](=[O:60])[CH2:43][CH2:44][NH:45][C:46]([NH:48][CH:49]1[CH:54]([CH2:55][OH:56])[CH:53]([OH:57])[CH:52]([OH:58])[CH:51]([OH:59])[O:50]1)=[O:47])[C:10]([NH:12][CH2:13][C:14]([CH3:39])([CH3:38])[CH2:15][CH2:16][CH2:17][CH2:18][O:19][C:20]1[CH:25]=[C:24]([C:26]2[CH:27]=[CH:28][CH:29]=[CH:30][CH:31]=2)[CH:23]=[C:22]([C:32]2[CH:37]=[CH:36][CH:35]=[CH:34][CH:33]=2)[N:21]=1)=[O:11]. The yield is 1.00. (2) The reactants are [F:1][C:2]([F:19])([CH3:18])[CH2:3][C@H:4]([NH:8][C:9]([N:11]1[CH2:17][CH2:16][CH2:15][O:14][CH2:13][CH2:12]1)=[O:10])[C:5]([OH:7])=O.Cl.[NH2:21][CH:22]([CH2:33][CH3:34])[C@@H:23]([C:25]1[O:29][N:28]=[C:27]([CH:30]2[CH2:32][CH2:31]2)[N:26]=1)[OH:24].C(N(C(C)C)CC)(C)C.Cl.CN(C)CCCN=C=NCC.O.ON1C2C=CC=CC=2N=N1. The catalyst is ClCCl. The product is [CH:30]1([C:27]2[N:26]=[C:25]([CH:23]([OH:24])[C@@H:22]([NH:21][C:5]([C@@H:4]([NH:8][C:9]([N:11]3[CH2:17][CH2:16][CH2:15][O:14][CH2:13][CH2:12]3)=[O:10])[CH2:3][C:2]([F:1])([F:19])[CH3:18])=[O:7])[CH2:33][CH3:34])[O:29][N:28]=2)[CH2:31][CH2:32]1. The yield is 0.750. (3) The reactants are Cl.[N:2]1[CH:7]=[CH:6][CH:5]=[CH:4][C:3]=1[N:8]([CH2:32][CH2:33][C:34]([O:36][CH2:37][CH3:38])=[O:35])[C:9]([C:11]1[CH:31]=[CH:30][C:14]2[N:15]([CH3:29])[C:16]([CH2:18][CH2:19][C:20]3[CH:25]=[CH:24][C:23]([C:26](=[NH:28])[NH2:27])=[CH:22][CH:21]=3)=[N:17][C:13]=2[CH:12]=1)=[O:10].[C:39](Cl)(=[O:46])[C:40]1[CH:45]=[CH:44][CH:43]=[CH:42][CH:41]=1. The catalyst is ClCCl.CO. The product is [N:2]1[CH:7]=[CH:6][CH:5]=[CH:4][C:3]=1[N:8]([CH2:32][CH2:33][C:34]([O:36][CH2:37][CH3:38])=[O:35])[C:9]([C:11]1[CH:31]=[CH:30][C:14]2[N:15]([CH3:29])[C:16]([CH2:18][CH2:19][C:20]3[CH:25]=[CH:24][C:23]([C:26](=[NH:27])[NH:28][C:39](=[O:46])[C:40]4[CH:45]=[CH:44][CH:43]=[CH:42][CH:41]=4)=[CH:22][CH:21]=3)=[N:17][C:13]=2[CH:12]=1)=[O:10]. The yield is 0.790. (4) The catalyst is CN(C=O)C. The product is [NH2:6][C:5]1[C:4]([C:3]#[N:7])=[C:9]([OH:10])[C:8]2[C:14](=[CH:15][CH:16]=[CH:17][CH:18]=2)[N:13]=1. The yield is 0.960. The reactants are [H-].[Na+].[C:3](#[N:7])[CH2:4][C:5]#[N:6].[C:8]12[C:14](=[CH:15][CH:16]=[CH:17][CH:18]=1)[NH:13]C(=O)O[C:9]2=[O:10]. (5) The reactants are [F:1][C:2]1[C:7]([F:8])=[CH:6][CH:5]=[CH:4][C:3]=1[C:9]1([O:14][CH3:15])[CH2:13][CH2:12][NH:11][CH2:10]1.[C:16](#N)[CH3:17].C(=O)([O-])[O-].[Na+].[Na+].ICC. The catalyst is O. The product is [F:1][C:2]1[C:7]([F:8])=[CH:6][CH:5]=[CH:4][C:3]=1[C:9]1([O:14][CH3:15])[CH2:13][CH2:12][N:11]([CH2:16][CH3:17])[CH2:10]1. The yield is 0.270. (6) The reactants are C([C:4]1[C:5]([S:10][CH2:11][CH2:12][C:13]([OH:15])=O)=[N:6][CH:7]=[CH:8][CH:9]=1)(O)=O.C([O-])(=O)C.[Na+].C(OC(=O)C)(=O)C. No catalyst specified. The product is [S:10]1[C:5]2=[N:6][CH:7]=[CH:8][CH:9]=[C:4]2[C:13](=[O:15])[CH2:12][CH2:11]1. The yield is 0.270. (7) The reactants are F[C:2]1[CH:9]=[C:8]([F:10])[CH:7]=[C:6]([F:11])[C:3]=1[C:4]#[N:5].[F:12][C:13]1[CH:18]=[C:17]([I:19])[CH:16]=[CH:15][C:14]=1[NH2:20].CC(C)([O-])C.[K+]. The catalyst is C1COCC1. The product is [F:11][C:6]1[CH:7]=[C:8]([F:10])[CH:9]=[C:2]([NH:20][C:14]2[CH:15]=[CH:16][C:17]([I:19])=[CH:18][C:13]=2[F:12])[C:3]=1[C:4]#[N:5]. The yield is 0.271.